From a dataset of Reaction yield outcomes from USPTO patents with 853,638 reactions. Predict the reaction yield, written as a fraction of the theoretical maximum amount of product (1.0 means a 100% yield; for example, 0.34 means a 34% yield). (1) The reactants are [C:1]([C:5]1[CH:6]=[C:7]([NH:11][C:12]([NH:14][C:15]2[CH:20]=[CH:19][C:18]([CH2:21][OH:22])=[CH:17][CH:16]=2)=[O:13])[N:8]([CH3:10])[N:9]=1)([CH3:4])([CH3:3])[CH3:2]. The catalyst is C(Cl)Cl.O=[Mn]=O. The product is [C:1]([C:5]1[CH:6]=[C:7]([NH:11][C:12]([NH:14][C:15]2[CH:16]=[CH:17][C:18]([CH:21]=[O:22])=[CH:19][CH:20]=2)=[O:13])[N:8]([CH3:10])[N:9]=1)([CH3:4])([CH3:2])[CH3:3]. The yield is 0.680. (2) The reactants are [N+:1]([O-:4])(O)=[O:2].[CH3:5][C:6]1[C:15]2[C:10](=[CH:11][CH:12]=[CH:13][CH:14]=2)[CH:9]=[CH:8][CH:7]=1. The catalyst is O. The product is [CH3:5][C:6]1[C:15]2[C:10](=[CH:11][CH:12]=[CH:13][CH:14]=2)[C:9]([N+:1]([O-:4])=[O:2])=[CH:8][CH:7]=1. The yield is 0.720. (3) The reactants are [C:1]1([C:7]2[CH:11]=[C:10]([NH2:12])[NH:9][N:8]=2)[CH:6]=[CH:5][CH:4]=[CH:3][CH:2]=1.[C:13]([CH:16]([CH2:21][C:22]([O:24][CH3:25])=[O:23])[C:17](OC)=[O:18])(=O)[CH3:14]. The catalyst is C1(C)C(C)=CC=CC=1.O.C1(C)C=CC(S(O)(=O)=O)=CC=1. The product is [CH3:14][C:13]1[NH:12][C:10]2[N:9]([N:8]=[C:7]([C:1]3[CH:2]=[CH:3][CH:4]=[CH:5][CH:6]=3)[CH:11]=2)[C:17](=[O:18])[C:16]=1[CH2:21][C:22]([O:24][CH3:25])=[O:23]. The yield is 0.860. (4) The product is [NH2:1][C:2]1[C:11]2[C:6](=[CH:7][C:8]([CH2:12][NH:13][C:14](=[O:29])[C:15]3[CH:20]=[C:19]([CH2:21][C:22]4[CH:27]=[CH:26][N:25]=[C:24]([N:30]5[CH2:34][CH2:33][CH2:32][CH2:31]5)[CH:23]=4)[CH:18]=[N:17][CH:16]=3)=[CH:9][CH:10]=2)[CH:5]=[CH:4][N:3]=1. The reactants are [NH2:1][C:2]1[C:11]2[C:6](=[CH:7][C:8]([CH2:12][NH:13][C:14](=[O:29])[C:15]3[CH:20]=[C:19]([CH2:21][C:22]4[CH:27]=[CH:26][N:25]=[C:24](F)[CH:23]=4)[CH:18]=[N:17][CH:16]=3)=[CH:9][CH:10]=2)[CH:5]=[CH:4][N:3]=1.[NH:30]1[CH2:34][CH2:33][CH2:32][CH2:31]1. The yield is 0.638. No catalyst specified. (5) The reactants are [NH2:1][C:2]([CH3:7])([CH3:6])[C:3]([OH:5])=[O:4].S(Cl)([Cl:10])=O.[CH3:12]O. No catalyst specified. The product is [ClH:10].[CH3:12][O:4][C:3](=[O:5])[C:2]([NH2:1])([CH3:7])[CH3:6]. The yield is 0.966. (6) No catalyst specified. The product is [Cl:1][C:2]1[C:3]([CH2:12][N:13]2[C:17](/[CH:18]=[CH:19]/[C:20]([NH:35][S:32]([CH2:27][CH2:28][CH2:29][CH2:30][CH3:31])(=[O:34])=[O:33])=[O:21])=[CH:16][C:15]([O:23][CH:24]([CH3:26])[CH3:25])=[N:14]2)=[N:4][CH:5]=[C:6]([C:8]([F:9])([F:11])[F:10])[CH:7]=1. The yield is 0.100. The reactants are [Cl:1][C:2]1[C:3]([CH2:12][N:13]2[C:17](/[CH:18]=[CH:19]/[C:20](O)=[O:21])=[CH:16][C:15]([O:23][CH:24]([CH3:26])[CH3:25])=[N:14]2)=[N:4][CH:5]=[C:6]([C:8]([F:11])([F:10])[F:9])[CH:7]=1.[CH2:27]([S:32]([NH2:35])(=[O:34])=[O:33])[CH2:28][CH2:29][CH2:30][CH3:31].N12CCCN=C1CCCCC2.Cl.